Dataset: Full USPTO retrosynthesis dataset with 1.9M reactions from patents (1976-2016). Task: Predict the reactants needed to synthesize the given product. (1) Given the product [CH:1]([N:5]1[C:13]2[C:8](=[CH:9][CH:10]=[CH:11][CH:12]=2)[C:7]([C:14]([NH:36][CH2:37][C:38]2[C:39]([OH:46])=[N:40][C:41]([CH3:45])=[CH:42][C:43]=2[CH3:44])=[O:16])=[C:6]1[CH3:17])([CH2:3][CH3:4])[CH3:2], predict the reactants needed to synthesize it. The reactants are: [CH:1]([N:5]1[C:13]2[C:8](=[CH:9][CH:10]=[CH:11][CH:12]=2)[C:7]([C:14]([OH:16])=O)=[C:6]1[CH3:17])([CH2:3][CH3:4])[CH3:2].C1C=C2N=NN(O)C2=CC=1.N.C(N(CC)CC)C.[NH2:36][CH2:37][C:38]1[C:39]([OH:46])=[N:40][C:41]([CH3:45])=[CH:42][C:43]=1[CH3:44]. (2) The reactants are: [C:1]([O:5][C:6]([C@@H:8]1[CH2:12][CH2:11][C:10](=[O:13])[NH:9]1)=[O:7])([CH3:4])([CH3:3])[CH3:2].[CH3:14][C:15]([O:18][C:19](O[C:19]([O:18][C:15]([CH3:17])([CH3:16])[CH3:14])=[O:20])=[O:20])([CH3:17])[CH3:16]. Given the product [C:1]([O:5][C:6]([C@@H:8]1[CH2:12][CH2:11][C:10](=[O:13])[N:9]1[C:19]([O:18][C:15]([CH3:17])([CH3:16])[CH3:14])=[O:20])=[O:7])([CH3:4])([CH3:2])[CH3:3], predict the reactants needed to synthesize it. (3) Given the product [CH3:28][NH:29][C@@H:30]([C:35]([OH:37])=[O:36])[CH2:31][C:32]([OH:34])=[O:33].[NH2:29][CH2:30][C:35]([OH:37])=[O:36], predict the reactants needed to synthesize it. The reactants are: CC(C1C2(C)CCC3C4(C)CCC(OS(O)(=O)=O)CC4=CCC3C2CC1)=O.[CH3:28][NH:29][C@@H:30]([C:35]([OH:37])=[O:36])[CH2:31][C:32]([OH:34])=[O:33]. (4) Given the product [NH2:1][C:2]1[C:3]2[C:10]([C:11]3[CH:12]=[CH:13][C:14]([O:17][C:18]4[CH:23]=[CH:22][CH:21]=[CH:20][CH:19]=4)=[CH:15][CH:16]=3)=[C:9]([Br:24])[NH:8][C:4]=2[N:5]=[CH:6][N:7]=1, predict the reactants needed to synthesize it. The reactants are: [NH2:1][C:2]1[C:3]2[C:10]([C:11]3[CH:16]=[CH:15][C:14]([O:17][C:18]4[CH:23]=[CH:22][CH:21]=[CH:20][CH:19]=4)=[CH:13][CH:12]=3)=[CH:9][NH:8][C:4]=2[N:5]=[CH:6][N:7]=1.[Br:24]N1C(=O)CCC1=O. (5) Given the product [CH3:24][N:22]1[CH:23]=[C:19]([N:14]2[CH:15]=[CH:16][C:17](=[O:18])[C:12]([CH2:11][C:10]3[CH:25]=[CH:26][CH:27]=[C:8]([C:5]4[N:6]=[CH:7][C:2]([O:1][CH2:30][C:31]5[CH:36]=[CH:35][N:34]=[CH:33][CH:32]=5)=[CH:3][N:4]=4)[CH:9]=3)=[N:13]2)[CH:20]=[N:21]1, predict the reactants needed to synthesize it. The reactants are: [OH:1][C:2]1[CH:3]=[N:4][C:5]([C:8]2[CH:9]=[C:10]([CH:25]=[CH:26][CH:27]=2)[CH2:11][C:12]2[C:17](=[O:18])[CH:16]=[CH:15][N:14]([C:19]3[CH:20]=[N:21][N:22]([CH3:24])[CH:23]=3)[N:13]=2)=[N:6][CH:7]=1.Br.Br[CH2:30][C:31]1[CH:36]=[CH:35][N:34]=[CH:33][CH:32]=1.C(=O)([O-])[O-].[Cs+].[Cs+]. (6) Given the product [ClH:1].[ClH:1].[C:3]([O:7][C:8]([N:10]1[CH2:15][C@H:14]([CH3:16])[N:13]([C:17](=[O:25])[C:18]2[CH:23]=[CH:22][C:21]([O:36][CH2:35][CH2:34][CH2:33][N:27]3[CH2:32][CH2:31][CH2:30][CH2:29][CH2:28]3)=[CH:20][CH:19]=2)[C@H:12]([CH3:26])[CH2:11]1)=[O:9])([CH3:6])([CH3:5])[CH3:4], predict the reactants needed to synthesize it. The reactants are: [ClH:1].Cl.[C:3]([O:7][C:8]([N:10]1[CH2:15][C@H:14]([CH3:16])[N:13]([C:17](=[O:25])[C:18]2[CH:23]=[CH:22][C:21](F)=[CH:20][CH:19]=2)[C@H:12]([CH3:26])[CH2:11]1)=[O:9])([CH3:6])([CH3:5])[CH3:4].[N:27]1([CH2:33][CH2:34][CH2:35][OH:36])[CH2:32][CH2:31][CH2:30][CH2:29][CH2:28]1.C[Si]([N-][Si](C)(C)C)(C)C.[K+]. (7) Given the product [C:6]([OH:8])(=[O:7])[CH:5]=[CH2:4].[NH2:53][C:52]([O:16][CH2:15][CH3:13])=[O:51], predict the reactants needed to synthesize it. The reactants are: [C:6]([OH:8])(=[O:7])[CH2:5][CH2:4][CH2:4][CH2:5][C:6]([OH:8])=[O:7].OC[C:13](C)([CH2:15][OH:16])C.C(OCCO)(=O)C=C.COC1C=CC(O)=CC=1.C(C1C=C(C)C=C(C(C)(C)C)C=1O)(C)(C)C.[O:51]=[C:52]=[N:53]C1CC(C)(C)CC(C)(CN=C=O)C1.[N-]=C=O.